Dataset: TAP: 5 developability metrics (CDR length, charge patches, hydrophobicity). Task: Multi-output Regression. Predict 5 antibody developability metrics. (1) The antibody is ["['EVQLVESGGGLVQPGGSLRLSCAASGLTFSRYPMSWVRQAPGKGLVWVSAITSSGGSTYYSDTVKGRFTISRDNAKNTLYLQMNSLRAEDTAVYYCARLPDYWGQGTLVTVSS'\\n 'EIVLTQSPGTLSLSPGERATLSCRASSSVSSSYLHWYQQKPGQAPRLLIYSTSNLVAGIPDRFSGSGSGTDFTLTISRLEPEDFAVYYCQHHSGYHFTFGGGTKVEIK']"]. Developability metrics: CDR_Length=41.0, PSH=129, PPC=0.0421, PNC=0, SFvCSP=5.20. (2) Developability metrics: CDR_Length=47.0, PSH=105, PPC=0, PNC=0.401, SFvCSP=-0.0900. The antibody is ["['QVQLVQSGAEVAKPGTSVKLSCKASGYTFTDYWMQWVKQRPGQGLEWIGTIYPGDGDTGYAQKFQGKATLTADKSSKTVYMHLSSLASEDSAVYYCARGDYYGSNSLDYWGQGTSVTVSS'\\n 'DIVMTQSHLSMSTSLGDPVSITCKASQDVSTVVAWYQQKPGQSPRRLIYSASYRYIGVPDRFTGSGAGTDFTFTISSVQAEDLAVYYCQQHYSPPYTFGGGTKLEIK']"].